The task is: Predict the product of the given reaction.. This data is from Forward reaction prediction with 1.9M reactions from USPTO patents (1976-2016). (1) Given the reactants CC1C=CC(S(O[CH2:12][CH:13]2[CH2:17][C:16]3[CH:18]=[C:19]([Cl:30])[CH:20]=[C:21]([C:22]4[C:27]([CH3:28])=[CH:26][CH:25]=[CH:24][C:23]=4[CH3:29])[C:15]=3[O:14]2)(=O)=O)=CC=1.[CH:31]1([NH2:34])[CH2:33][CH2:32]1, predict the reaction product. The product is: [Cl:30][C:19]1[CH:20]=[C:21]([C:22]2[C:27]([CH3:28])=[CH:26][CH:25]=[CH:24][C:23]=2[CH3:29])[C:15]2[O:14][CH:13]([CH2:12][NH:34][CH:31]3[CH2:33][CH2:32]3)[CH2:17][C:16]=2[CH:18]=1. (2) Given the reactants [CH2:1]([N:8]1[CH2:12][CH2:11][CH:10]([CH2:13][N:14]2[C:26]3[C:25]4[CH:24]=[CH:23][CH:22]=[CH:21][C:20]=4[N:19]=[C:18](Cl)[C:17]=3[N:16]=[C:15]2[CH2:28][O:29][CH2:30][CH3:31])[O:9]1)[C:2]1[CH:7]=[CH:6][CH:5]=[CH:4][CH:3]=1.[NH3:32], predict the reaction product. The product is: [CH2:1]([N:8]1[CH2:12][CH2:11][CH:10]([CH2:13][N:14]2[C:26]3[C:25]4[CH:24]=[CH:23][CH:22]=[CH:21][C:20]=4[N:19]=[C:18]([NH2:32])[C:17]=3[N:16]=[C:15]2[CH2:28][O:29][CH2:30][CH3:31])[O:9]1)[C:2]1[CH:7]=[CH:6][CH:5]=[CH:4][CH:3]=1. (3) Given the reactants [Li]CC[CH2:4][CH3:5].[B:6]([O:15]C(C)C)(OC(C)C)[O:7]C(C)C.Cl.[NH3:20].[CH2:21]1[CH2:25][O:24][CH2:23][CH2:22]1, predict the reaction product. The product is: [CH3:23][O:24][C:25]1[N:20]=[CH:5][C:4]([B:6]([OH:15])[OH:7])=[CH:22][CH:21]=1.